From a dataset of Forward reaction prediction with 1.9M reactions from USPTO patents (1976-2016). Predict the product of the given reaction. (1) The product is: [F:22][C:10]1[C:9]2[O:8][C:5]3[C:4]([C@@:15]4([CH2:19][O:18][C:17]([NH2:20])=[N:16]4)[C:14]=2[CH:13]=[C:12]([C:25]2[CH:24]=[N:23][CH:28]=[CH:27][CH:26]=2)[N:11]=1)=[CH:3][C:2]([C:37]1[CH:38]=[N:39][CH:40]=[C:35]([C:32]#[C:33][CH3:34])[CH:36]=1)=[CH:7][CH:6]=3. Given the reactants Br[C:2]1[CH:3]=[C:4]2[C@@:15]3([CH2:19][O:18][C:17]([NH2:20])=[N:16]3)[C:14]3[CH:13]=[C:12](Cl)[N:11]=[C:10]([F:22])[C:9]=3[O:8][C:5]2=[CH:6][CH:7]=1.[N:23]1[CH:28]=[CH:27][CH:26]=[C:25](B(O)O)[CH:24]=1.[C:32]([C:35]1[CH:36]=[C:37](B(O)O)[CH:38]=[N:39][CH:40]=1)#[C:33][CH3:34], predict the reaction product. (2) The product is: [F:18][C:17]1[CH:16]=[C:15]2[C:10]([CH:11]=[CH:12][CH:13]=[N:14]2)=[CH:9][C:8]=1[CH2:7][C:6]([OH:19])=[O:5]. Given the reactants C([O:5][C:6](=[O:19])[CH2:7][C:8]1[CH:9]=[C:10]2[C:15](=[CH:16][C:17]=1[F:18])[N:14]=[CH:13][CH:12]=[CH:11]2)(C)(C)C.[OH-].[Na+], predict the reaction product.